Regression/Classification. Given a drug SMILES string, predict its absorption, distribution, metabolism, or excretion properties. Task type varies by dataset: regression for continuous measurements (e.g., permeability, clearance, half-life) or binary classification for categorical outcomes (e.g., BBB penetration, CYP inhibition). Dataset: cyp2c9_veith. From a dataset of CYP2C9 inhibition data for predicting drug metabolism from PubChem BioAssay. (1) The molecule is COc1ccc(OCC(=O)N/N=C/c2ccc(O[C@@H]3O[C@H](CO)[C@@H](O)[C@H](O)[C@H]3O)cc2)cc1. The result is 0 (non-inhibitor). (2) The compound is O=c1nc(N2CCOCC2)ccn1-c1nc(-c2ccccc2)oc1-c1ccccc1. The result is 1 (inhibitor). (3) The compound is CCOC(=O)N/N=C1/C[C@@H](O)[C@@H](O)[C@H]2[C@@H]1CC[C@@H]1C(=O)N(C3CCCCC3)C(=O)[C@H]12. The result is 0 (non-inhibitor). (4) The compound is N[C@@H](Cc1c[nH]c2cc([N+](=O)[O-])ccc12)C(=O)O.O=[N+]([O-])O. The result is 0 (non-inhibitor). (5) The drug is CNc1cc(-c2ccccc2CN(C)C)ncn1. The result is 0 (non-inhibitor). (6) The drug is OCCOCCN1CCN([C@@H](c2ccccc2)c2ccc(Cl)cc2)CC1. The result is 0 (non-inhibitor). (7) The molecule is COc1ccc(CCN(C)CCCOc2ccc(S(=O)(=O)c3[nH]c4ccccc4c3C(C)C)cc2)cc1OC. The result is 0 (non-inhibitor). (8) The drug is COc1ccc(C(=O)NCc2cccnc2)cc1C(=O)NCc1cccnc1. The result is 0 (non-inhibitor). (9) The molecule is COc1cc(NC(=O)c2cc(Cl)ccc2Cl)ccc1-c1cc2ccccc2oc1=O. The result is 1 (inhibitor).